Dataset: Forward reaction prediction with 1.9M reactions from USPTO patents (1976-2016). Task: Predict the product of the given reaction. (1) The product is: [OH:6][C:7]1[CH:12]=[CH:11][C:10]([C:13]2[N:32]([CH2:31][CH2:30][CH:29]([CH3:33])[CH3:28])[C:16]([C:18]3[CH:26]=[CH:25][C:21]([C:22]([OH:24])=[O:23])=[CH:20][CH:19]=3)=[CH:15][CH:14]=2)=[CH:9][CH:8]=1. Given the reactants N1C=CC=C1.[OH:6][C:7]1[CH:12]=[CH:11][C:10]([C:13](=O)[CH2:14][CH2:15][C:16]([C:18]2[CH:26]=[CH:25][C:21]([C:22]([OH:24])=[O:23])=[CH:20][CH:19]=2)=O)=[CH:9][CH:8]=1.[CH3:28][CH:29]([CH3:33])[CH2:30][CH2:31][NH2:32], predict the reaction product. (2) Given the reactants F[C:2]1[CH:3]=[C:4]([N+:8]([O-:10])=[O:9])[CH:5]=[CH:6][CH:7]=1.[C:11]([N:18]1[CH2:23][CH2:22][NH:21][CH2:20][CH2:19]1)([O:13][C:14]([CH3:17])([CH3:16])[CH3:15])=[O:12], predict the reaction product. The product is: [N+:8]([C:4]1[CH:3]=[C:2]([N:21]2[CH2:20][CH2:19][N:18]([C:11]([O:13][C:14]([CH3:17])([CH3:16])[CH3:15])=[O:12])[CH2:23][CH2:22]2)[CH:7]=[CH:6][CH:5]=1)([O-:10])=[O:9]. (3) Given the reactants [NH2:1][C:2]1[CH:3]=[CH:4][C:5]([F:18])=[C:6]([C@:8]2([CH3:17])[C:13]([F:15])([F:14])[CH2:12][O:11][C:10]([NH2:16])=[N:9]2)[CH:7]=1.[CH3:19][C:20]1[C:21]([C:25](O)=[O:26])=[N:22][O:23][CH:24]=1, predict the reaction product. The product is: [NH2:16][C:10]1[O:11][CH2:12][C:13]([F:14])([F:15])[C@:8]([C:6]2[CH:7]=[C:2]([NH:1][C:25]([C:21]3[C:20]([CH3:19])=[CH:24][O:23][N:22]=3)=[O:26])[CH:3]=[CH:4][C:5]=2[F:18])([CH3:17])[N:9]=1. (4) Given the reactants [O:1]1[C:5]2[CH:6]=[CH:7][CH:8]=[CH:9][C:4]=2[CH2:3][CH:2]1[C:10]([OH:12])=O.CN(C(ON1N=NC2C=CC=CC1=2)=[N+](C)C)C.F[P-](F)(F)(F)(F)F.CCN(C(C)C)C(C)C.[CH2:46]([O:48][C:49]([C:51]1([NH2:60])[CH2:59][C:58]2[C:53](=[CH:54][CH:55]=[CH:56][CH:57]=2)[CH2:52]1)=[O:50])[CH3:47], predict the reaction product. The product is: [CH2:46]([O:48][C:49]([C:51]1([NH:60][C:10]([CH:2]2[CH2:3][C:4]3[CH:9]=[CH:8][CH:7]=[CH:6][C:5]=3[O:1]2)=[O:12])[CH2:59][C:58]2[C:53](=[CH:54][CH:55]=[CH:56][CH:57]=2)[CH2:52]1)=[O:50])[CH3:47].